Dataset: Forward reaction prediction with 1.9M reactions from USPTO patents (1976-2016). Task: Predict the product of the given reaction. (1) Given the reactants N12CCCN=C1CC[CH2:4][CH2:3][CH2:2]2.[NH2:12][C:13]1[CH:18]=[CH:17][C:16]([Br:19])=[CH:15][C:14]=1[OH:20].BrCC(OC)=[O:24], predict the reaction product. The product is: [Br:19][C:16]1[CH:17]=[CH:18][C:13]2[NH:12][C:2](=[O:24])[CH:3]([CH3:4])[O:20][C:14]=2[CH:15]=1. (2) Given the reactants Cl[C:2]1[N:7]=[C:6]([C:8]2[N:12]3[CH:13]=[CH:14][CH:15]=[CH:16][C:11]3=[N:10][C:9]=2[C:17]2[CH:18]=[CH:19][C:20]([O:34][CH2:35][CH3:36])=[C:21]([CH:33]=2)[C:22]([NH:24][C:25]2[C:30]([F:31])=[CH:29][CH:28]=[CH:27][C:26]=2[F:32])=[O:23])[CH:5]=[CH:4][N:3]=1.[CH3:37][C:38]1[C:39]([N:47]2[CH2:52][CH2:51][N:50]([CH2:53][CH2:54][O:55][CH3:56])[CH2:49][CH2:48]2)=[CH:40][C:41]([O:45][CH3:46])=[C:42]([CH:44]=1)[NH2:43].C1(C)C=CC(S(O)(=O)=O)=CC=1.C(O)C(F)(F)F.N, predict the reaction product. The product is: [F:32][C:26]1[CH:27]=[CH:28][CH:29]=[C:30]([F:31])[C:25]=1[NH:24][C:22](=[O:23])[C:21]1[CH:33]=[C:17]([C:9]2[N:10]=[C:11]3[CH:16]=[CH:15][CH:14]=[CH:13][N:12]3[C:8]=2[C:6]2[CH:5]=[CH:4][N:3]=[C:2]([NH:43][C:42]3[CH:44]=[C:38]([CH3:37])[C:39]([N:47]4[CH2:48][CH2:49][N:50]([CH2:53][CH2:54][O:55][CH3:56])[CH2:51][CH2:52]4)=[CH:40][C:41]=3[O:45][CH3:46])[N:7]=2)[CH:18]=[CH:19][C:20]=1[O:34][CH2:35][CH3:36]. (3) Given the reactants [Br:1]N1C(=O)CCC1=O.C1(P(C2C=CC=CC=2)C2C=CC=CC=2)C=CC=CC=1.N1C=CC=CC=1.O[CH2:35][CH2:36][C@@H:37]([NH:46][C:47]([O:49][C:50]([CH3:53])([CH3:52])[CH3:51])=[O:48])[C:38]([O:40][CH:41]1[CH2:45][CH2:44][CH2:43][CH2:42]1)=[O:39], predict the reaction product. The product is: [Br:1][CH2:35][CH2:36][C@@H:37]([NH:46][C:47]([O:49][C:50]([CH3:53])([CH3:52])[CH3:51])=[O:48])[C:38]([O:40][CH:41]1[CH2:45][CH2:44][CH2:43][CH2:42]1)=[O:39]. (4) Given the reactants [CH2:1]([O:3][P:4]([CH2:9][CH:10]([OH:20])[CH2:11][C:12]1[CH:17]=[CH:16][C:15]([F:18])=[C:14]([CH3:19])[CH:13]=1)(=[O:8])[O:5][CH2:6][CH3:7])[CH3:2].CC(OI1(OC(C)=O)(OC(C)=O)OC(=O)C2C=CC=CC1=2)=O, predict the reaction product. The product is: [CH2:1]([O:3][P:4]([CH2:9][C:10](=[O:20])[CH2:11][C:12]1[CH:17]=[CH:16][C:15]([F:18])=[C:14]([CH3:19])[CH:13]=1)(=[O:8])[O:5][CH2:6][CH3:7])[CH3:2]. (5) Given the reactants [Cl:1][C:2]1[CH:9]=[CH:8][CH:7]=[CH:6][C:3]=1[CH:4]=O.[NH2:10][C:11]1[CH:15]=[CH:14][NH:13][N:12]=1.[N+:16]([CH2:19][C:20](=O)[CH2:21][CH2:22][CH3:23])([O-:18])=[O:17], predict the reaction product. The product is: [Cl:1][C:2]1[CH:9]=[CH:8][CH:7]=[CH:6][C:3]=1[CH:4]1[C:19]([N+:16]([O-:18])=[O:17])=[C:20]([CH2:21][CH2:22][CH3:23])[NH:10][C:11]2=[N:12][NH:13][CH:14]=[C:15]12. (6) Given the reactants [CH2:1]([O:8][C:9]1[CH:14]=[C:13](F)[CH:12]=[CH:11][C:10]=1[N+:16]([O-:18])=[O:17])[C:2]1[CH:7]=[CH:6][CH:5]=[CH:4][CH:3]=1.[CH3:19][S:20]([C:23]1[N:28]=[CH:27][C:26]([OH:29])=[CH:25][CH:24]=1)(=[O:22])=[O:21].C(=O)([O-])[O-].[K+].[K+], predict the reaction product. The product is: [CH2:1]([O:8][C:9]1[CH:14]=[C:13]([CH:12]=[CH:11][C:10]=1[N+:16]([O-:18])=[O:17])[O:29][C:26]1[CH:25]=[CH:24][C:23]([S:20]([CH3:19])(=[O:22])=[O:21])=[N:28][CH:27]=1)[C:2]1[CH:7]=[CH:6][CH:5]=[CH:4][CH:3]=1. (7) Given the reactants [N:1]1[CH:6]=[CH:5][C:4]([CH2:7][N:8]2[C:16]3[C:11](=[CH:12][C:13]([OH:17])=[CH:14][CH:15]=3)[C:10]([CH3:19])([CH3:18])[CH2:9]2)=[CH:3][CH:2]=1.[CH:20]1([N:26]=[C:27]=[O:28])[CH2:25][CH2:24][CH2:23][CH2:22][CH2:21]1, predict the reaction product. The product is: [CH:20]1([NH:26][C:27](=[O:28])[O:17][C:13]2[CH:12]=[C:11]3[C:16](=[CH:15][CH:14]=2)[N:8]([CH2:7][C:4]2[CH:5]=[CH:6][N:1]=[CH:2][CH:3]=2)[CH2:9][C:10]3([CH3:19])[CH3:18])[CH2:25][CH2:24][CH2:23][CH2:22][CH2:21]1. (8) Given the reactants [Cl:1][CH2:2][C:3](Cl)=[O:4].[Cl:6][C:7]1[CH:12]=[C:11]([N+:13]([O-:15])=[O:14])[C:10]([O:16][CH3:17])=[CH:9][C:8]=1[CH2:18][CH2:19][NH2:20].C(N(CC)CC)C.O, predict the reaction product. The product is: [Cl:1][CH2:2][C:3]([NH:20][CH2:19][CH2:18][C:8]1[CH:9]=[C:10]([O:16][CH3:17])[C:11]([N+:13]([O-:15])=[O:14])=[CH:12][C:7]=1[Cl:6])=[O:4]. (9) Given the reactants [ClH:1].[F:2][C:3]([F:48])([F:47])[C:4]1[CH:5]=[C:6]([C:14]([CH3:46])([CH3:45])[C:15]([N:17]([C:19]2[CH:20]=[N:21][C:22]([N:33]3[C@H:42]([CH2:43][OH:44])[CH2:41][N:40]4[C@H:35]([CH2:36][O:37][CH2:38][CH2:39]4)[CH2:34]3)=[CH:23][C:24]=2[C:25]2[C:26]([CH3:32])=[N:27][C:28]([F:31])=[CH:29][CH:30]=2)[CH3:18])=[O:16])[CH:7]=[C:8]([C:10]([F:13])([F:12])[F:11])[CH:9]=1, predict the reaction product. The product is: [ClH:1].[F:48][C:3]([F:2])([F:47])[C:4]1[CH:5]=[C:6]([C:14]([CH3:45])([CH3:46])[C:15]([N:17]([C:19]2[CH:20]=[N:21][C:22]([N:33]3[C@H:42]([CH2:43][OH:44])[CH2:41][N:40]4[C@H:35]([CH2:36][O:37][CH2:38][CH2:39]4)[CH2:34]3)=[CH:23][C:24]=2[C:25]2[C:26]([CH3:32])=[N:27][C:28]([F:31])=[CH:29][CH:30]=2)[CH3:18])=[O:16])[CH:7]=[C:8]([C:10]([F:13])([F:12])[F:11])[CH:9]=1.